Dataset: Reaction yield outcomes from USPTO patents with 853,638 reactions. Task: Predict the reaction yield, written as a fraction of the theoretical maximum amount of product (1.0 means a 100% yield; for example, 0.34 means a 34% yield). (1) The reactants are [CH3:1][C:2]1[CH:7]=[CH:6][C:5]([CH3:8])=[CH:4][C:3]=1[OH:9].[C:10](=O)([O-])[O-].[K+].[K+].S(OC)(OC)(=O)=O. The catalyst is CC(C)=O. The product is [CH3:10][O:9][C:3]1[CH:4]=[C:5]([CH3:8])[CH:6]=[CH:7][C:2]=1[CH3:1]. The yield is 0.810. (2) The reactants are [O:1]=[C:2]1[N:11]([CH2:12][C:13]2[CH:21]=[CH:20][C:16]([C:17](O)=[O:18])=[CH:15][CH:14]=2)[C:10](=[O:22])[C:9]2[C:4](=[CH:5][CH:6]=[CH:7][CH:8]=2)[NH:3]1.[CH3:23][O:24][CH2:25][CH2:26][CH2:27][NH2:28].CN(C(ON1N=NC2C=CC=NC1=2)=[N+](C)C)C.F[P-](F)(F)(F)(F)F.C(N(CC)C(C)C)(C)C. The catalyst is CN(C)C=O.C(Cl)Cl. The product is [O:1]=[C:2]1[N:11]([CH2:12][C:13]2[CH:21]=[CH:20][C:16]([C:17]([NH:28][CH2:27][CH2:26][CH2:25][O:24][CH3:23])=[O:18])=[CH:15][CH:14]=2)[C:10](=[O:22])[C:9]2[C:4](=[CH:5][CH:6]=[CH:7][CH:8]=2)[NH:3]1. The yield is 0.730. (3) The reactants are [N+:1]([C:4]1[CH:9]=[CH:8][C:7]([CH:10]2[CH2:14][CH2:13][CH:12]([C:15]3[CH:20]=[CH:19][C:18]([N+:21]([O-])=O)=[CH:17][CH:16]=3)[N:11]2[C:24]2[CH:29]=[CH:28][C:27]([C:30]3[CH:31]=[CH:32][C:33]([N:36]([CH3:38])[CH3:37])=[N:34][CH:35]=3)=[CH:26][CH:25]=2)=[CH:6][CH:5]=1)([O-])=O.C(O)C. The catalyst is C1COCC1.[Pt](=O)=O. The product is [CH3:37][N:36]([CH3:38])[C:33]1[N:34]=[CH:35][C:30]([C:27]2[CH:26]=[CH:25][C:24]([N:11]3[CH:12]([C:15]4[CH:20]=[CH:19][C:18]([NH2:21])=[CH:17][CH:16]=4)[CH2:13][CH2:14][CH:10]3[C:7]3[CH:6]=[CH:5][C:4]([NH2:1])=[CH:9][CH:8]=3)=[CH:29][CH:28]=2)=[CH:31][CH:32]=1. The yield is 1.00. (4) The reactants are [NH2:1][C:2]1[CH:3]=[C:4]([CH2:11][N:12]2[CH2:17][C@@H:16]3[CH2:18][C@H:13]2[CH2:14][N:15]3C(OC(C)(C)C)=O)[C:5]2[O:9][CH:8]=[CH:7][C:6]=2[CH:10]=1.[F:26][C:27]([F:39])([F:38])[C:28]1[CH:33]=[CH:32][CH:31]=[CH:30][C:29]=1[S:34]([Cl:37])(=[O:36])=[O:35]. No catalyst specified. The product is [ClH:37].[ClH:37].[C@H:13]12[CH2:18][C@H:16]([NH:15][CH2:14]1)[CH2:17][N:12]2[CH2:11][C:4]1[C:5]2[O:9][CH:8]=[CH:7][C:6]=2[CH:10]=[C:2]([NH:1][S:34]([C:29]2[CH:30]=[CH:31][CH:32]=[CH:33][C:28]=2[C:27]([F:26])([F:38])[F:39])(=[O:36])=[O:35])[CH:3]=1. The yield is 0.340.